From a dataset of Forward reaction prediction with 1.9M reactions from USPTO patents (1976-2016). Predict the product of the given reaction. (1) Given the reactants [Cl:1][C:2]1[C:3]([Cl:12])=[C:4](Cl)[C:5]2[N:6]([CH:8]=[CH:9][N:10]=2)[N:7]=1.[CH2:13]([O:15][C:16]1[CH:22]=[CH:21][C:19]([NH2:20])=[CH:18][CH:17]=1)[CH3:14].C(N(CC)CC)C, predict the reaction product. The product is: [Cl:1][C:2]1[C:3]([Cl:12])=[C:4]([NH:20][C:19]2[CH:21]=[CH:22][C:16]([O:15][CH2:13][CH3:14])=[CH:17][CH:18]=2)[C:5]2[N:6]([CH:8]=[CH:9][N:10]=2)[N:7]=1. (2) Given the reactants FC(F)(F)S(O[C:7]1[CH:12]=[C:11]([C:13]#[N:14])[CH:10]=[CH:9][C:8]=1[CH:15]=[O:16])(=O)=O.[CH2:19](C([SnH3])=C(CCCC)CCCC)[CH2:20]CC, predict the reaction product. The product is: [CH:15]([C:8]1[CH:9]=[CH:10][C:11]([C:13]#[N:14])=[CH:12][C:7]=1[CH:19]=[CH2:20])=[O:16]. (3) The product is: [CH3:22][CH:23]1[CH2:27][CH2:26][CH2:25][N:24]1[CH2:2][CH2:3][CH2:4][O:5][C:6]1[CH:11]=[CH:10][C:9]([C:12]2[S:13][C:14]3[CH2:20][CH2:19][NH:18][CH2:17][CH2:16][C:15]=3[N:21]=2)=[CH:8][CH:7]=1. Given the reactants Cl[CH2:2][CH2:3][CH2:4][O:5][C:6]1[CH:11]=[CH:10][C:9]([C:12]2[S:13][C:14]3[CH2:20][CH2:19][NH:18][CH2:17][CH2:16][C:15]=3[N:21]=2)=[CH:8][CH:7]=1.[CH3:22][CH:23]1[CH2:27][CH2:26][CH2:25][NH:24]1.C(OCC)(=O)C, predict the reaction product. (4) The product is: [Cl:13][C:14]1[CH:19]=[CH:18][CH:17]=[CH:16][C:15]=1[C:20]1[O:11][N:10]=[C:9]([C:3]2[CH:4]=[CH:5][C:6]([Cl:8])=[CH:7][C:2]=2[Cl:1])[C:21]=1[C:22]([C:24]1[CH:25]=[N:26][CH:27]=[CH:28][CH:29]=1)=[O:23]. Given the reactants [Cl:1][C:2]1[CH:7]=[C:6]([Cl:8])[CH:5]=[CH:4][C:3]=1[C:9](Cl)=[N:10][OH:11].[Cl:13][C:14]1[CH:19]=[CH:18][CH:17]=[CH:16][C:15]=1[C:20]#[C:21][C:22]([C:24]1[CH:25]=[N:26][CH:27]=[CH:28][CH:29]=1)=[O:23].C(=O)(O)[O-].[Na+].[Cl-], predict the reaction product. (5) The product is: [CH3:1][N:2]([CH2:4][CH2:5][CH2:6][C:7]1([C:18]2[CH:23]=[CH:22][C:21]([F:24])=[CH:20][CH:19]=2)[O:15][CH2:14][C:13]2[CH:12]=[C:11]([C:16]#[N:17])[CH:10]=[CH:9][C:8]1=2)[CH3:3]. Given the reactants [CH3:1][N:2]([CH2:4][CH2:5][CH2:6][C:7]1([C:18]2[CH:19]=[CH:20][C:21]([F:24])=[CH:22][CH:23]=2)[O:15][CH2:14][C:13]2[CH:12]=[C:11]([C:16]#[N:17])[CH:10]=[CH:9][C:8]1=2)[CH3:3].Br.O.[OH-].[Na+], predict the reaction product. (6) Given the reactants C[O:2][C:3]([C:5]1[CH:6]=[C:7]([O:11][C:12]([N:14]2[CH2:18][C@@H:17]([N:19]([CH2:32][C:33]3[CH:38]=[C:37]([C:39]([F:42])([F:41])[F:40])[CH:36]=[C:35]([C:43]([F:46])([F:45])[F:44])[CH:34]=3)[C:20]3[N:25]=[CH:24][C:23]([C:26]4[CH:27]=[N:28][N:29]([CH3:31])[CH:30]=4)=[CH:22][N:21]=3)[CH2:16][C@H:15]2[CH2:47][CH3:48])=[O:13])[CH:8]=[CH:9][CH:10]=1)=[O:4].Cl.O1CCOCC1, predict the reaction product. The product is: [C:3]([C:5]1[CH:6]=[C:7]([O:11][C:12]([N:14]2[CH2:18][C@@H:17]([N:19]([CH2:32][C:33]3[CH:34]=[C:35]([C:43]([F:44])([F:45])[F:46])[CH:36]=[C:37]([C:39]([F:41])([F:42])[F:40])[CH:38]=3)[C:20]3[N:25]=[CH:24][C:23]([C:26]4[CH:27]=[N:28][N:29]([CH3:31])[CH:30]=4)=[CH:22][N:21]=3)[CH2:16][C@H:15]2[CH2:47][CH3:48])=[O:13])[CH:8]=[CH:9][CH:10]=1)([OH:4])=[O:2]. (7) Given the reactants [CH3:1][O:2][C:3](=[O:14])C(C1C=CC=C(Br)C=1)(C)C.[Br:15][C:16]1[CH:17]=[C:18]([CH2:22][C:23](O)=O)[CH:19]=[CH:20][CH:21]=1, predict the reaction product. The product is: [CH3:1][O:2][C:3](=[O:14])[CH2:23][CH2:22][C:18]1[CH:19]=[CH:20][CH:21]=[C:16]([Br:15])[CH:17]=1. (8) Given the reactants [CH:1]1([C:7]2[CH:13]=[CH:12][C:10]([NH2:11])=[CH:9][CH:8]=2)[CH2:6][CH2:5][CH2:4][CH2:3][CH2:2]1.[CH:14]([C:16]1[CH:24]=[CH:23][C:19]([C:20]([OH:22])=[O:21])=[CH:18][CH:17]=1)=O.C([BH3-])#N.[Na+], predict the reaction product. The product is: [CH:1]1([C:7]2[CH:8]=[CH:9][C:10]([NH:11][CH2:14][C:16]3[CH:24]=[CH:23][C:19]([C:20]([OH:22])=[O:21])=[CH:18][CH:17]=3)=[CH:12][CH:13]=2)[CH2:2][CH2:3][CH2:4][CH2:5][CH2:6]1.